This data is from Full USPTO retrosynthesis dataset with 1.9M reactions from patents (1976-2016). The task is: Predict the reactants needed to synthesize the given product. (1) Given the product [C:26]1([N:22]2[CH2:23][CH2:24][CH:19]([N:14]3[CH:15]=[CH:16][C:17](=[O:18])[C:12]([C:11]4[N:7]([C:1]5[CH:2]=[CH:3][CH:4]=[CH:5][CH:6]=5)[N:8]=[CH:9][CH:10]=4)=[N:13]3)[CH2:20][CH2:21]2)[CH:31]=[CH:30][CH:29]=[CH:28][CH:27]=1, predict the reactants needed to synthesize it. The reactants are: [C:1]1([N:7]2[C:11]([C:12]3[C:17](=[O:18])[CH:16]=[CH:15][N:14]([CH:19]4[CH2:24][CH2:23][NH:22][CH2:21][CH2:20]4)[N:13]=3)=[CH:10][CH:9]=[N:8]2)[CH:6]=[CH:5][CH:4]=[CH:3][CH:2]=1.I[C:26]1[CH:31]=[CH:30][CH:29]=[CH:28][CH:27]=1.CC1(C)C2C(=C(P(C3C=CC=CC=3)C3C=CC=CC=3)C=CC=2)OC2C(P(C3C=CC=CC=3)C3C=CC=CC=3)=CC=CC1=2.CC(C)([O-])C.[Na+]. (2) Given the product [CH3:24][C:25]1[O:29][C:28]([C:30]2[CH:35]=[CH:34][CH:33]=[C:32]([C:36]3[S:37][CH:38]=[CH:39][CH:40]=3)[CH:31]=2)=[N:27][C:26]=1[CH2:41][CH2:42][O:22][C:19]1[CH:18]=[CH:17][C:16]([CH2:15][C:5]([O:8][C:9]2[CH:10]=[CH:11][CH:12]=[CH:13][CH:14]=2)([CH2:6][CH3:7])[C:4]([OH:3])=[O:23])=[CH:21][CH:20]=1, predict the reactants needed to synthesize it. The reactants are: C([O:3][C:4](=[O:23])[C:5]([CH2:15][C:16]1[CH:21]=[CH:20][C:19]([OH:22])=[CH:18][CH:17]=1)([O:8][C:9]1[CH:14]=[CH:13][CH:12]=[CH:11][CH:10]=1)[CH2:6][CH3:7])C.[CH3:24][C:25]1[O:29][C:28]([C:30]2[CH:35]=[CH:34][CH:33]=[C:32]([C:36]3[S:37][CH:38]=[CH:39][CH:40]=3)[CH:31]=2)=[N:27][C:26]=1[CH2:41][CH2:42]OS(C1C=CC(C)=CC=1)(=O)=O.C([O-])([O-])=O.[K+].[K+].[OH-].[Na+]. (3) Given the product [CH2:28]([N:30]([CH3:31])[C:24]([CH2:25][C:5]1[C:4]2[C:8](=[CH:9][CH:10]=[C:2]([F:1])[CH:3]=2)[N:7]([CH2:11][C:12]2[C:21]3[C:16](=[CH:17][CH:18]=[CH:19][CH:20]=3)[CH:15]=[CH:14][CH:13]=2)[C:6]=1[C:22]([OH:23])=[O:27])=[O:26])[CH3:29], predict the reactants needed to synthesize it. The reactants are: [F:1][C:2]1[CH:3]=[C:4]2[C:8](=[CH:9][CH:10]=1)[N:7]([CH2:11][C:12]1[C:21]3[C:16](=[CH:17][CH:18]=[CH:19][CH:20]=3)[CH:15]=[CH:14][CH:13]=1)[C:6]1[C:22](=[O:27])[O:23][C:24](=[O:26])[CH2:25][C:5]2=1.[CH2:28]([NH:30][CH3:31])[CH3:29]. (4) The reactants are: [BH4-].[Na+].[Si:3]([O:10][CH:11]1[CH2:16][CH2:15][C:14](=[O:17])[CH2:13][CH2:12]1)([C:6]([CH3:9])([CH3:8])[CH3:7])([CH3:5])[CH3:4]. Given the product [Si:3]([O:10][CH:11]1[CH2:16][CH2:15][CH:14]([OH:17])[CH2:13][CH2:12]1)([C:6]([CH3:9])([CH3:8])[CH3:7])([CH3:5])[CH3:4], predict the reactants needed to synthesize it. (5) Given the product [CH2:1]([CH:8]1[CH2:17][CH2:16][C:11]2([O:15][CH2:14][CH2:13][O:12]2)[CH2:10][CH2:9]1)[C:2]1[CH:3]=[CH:4][CH:5]=[CH:6][CH:7]=1, predict the reactants needed to synthesize it. The reactants are: [CH:1](=[C:8]1[CH2:17][CH2:16][C:11]2([O:15][CH2:14][CH2:13][O:12]2)[CH2:10][CH2:9]1)[C:2]1[CH:7]=[CH:6][CH:5]=[CH:4][CH:3]=1.[H][H]. (6) Given the product [F:23][C:24]1[C:29]([F:30])=[CH:28][C:27]([NH:31][C:7]2[C:12]([CH3:13])=[C:11]([CH3:14])[N:10]=[C:9]([NH:15][CH2:16][C:17]3[CH:22]=[CH:21][CH:20]=[CH:19][N:18]=3)[N:8]=2)=[C:26]([CH3:32])[CH:25]=1, predict the reactants needed to synthesize it. The reactants are: C1(N[C:7]2[C:12]([CH3:13])=[C:11]([CH3:14])[N:10]=[C:9]([NH:15][CH2:16][C:17]3[CH:22]=[CH:21][CH:20]=[CH:19][N:18]=3)[N:8]=2)CCCC1.[F:23][C:24]1[C:29]([F:30])=[CH:28][C:27]([NH2:31])=[C:26]([CH3:32])[CH:25]=1.